Predict the reactants needed to synthesize the given product. From a dataset of Full USPTO retrosynthesis dataset with 1.9M reactions from patents (1976-2016). (1) Given the product [C:36]([O:35][C@@H:29]([C:16]1[C:15]([CH3:40])=[N:14][C:13]2=[CH:41][C:10]3=[N:11][N:12]2[C:17]=1[N:18]1[CH2:23][CH2:22][C:21]([CH3:24])([O:25][CH2:26][CH:27]=[CH:2][CH2:1][C:4]2[CH:45]=[CH:44][CH:43]=[CH:42][C:5]=2[C:6](=[O:7])[NH:8][CH2:9]3)[CH2:20][CH2:19]1)[C:30]([O:32][CH2:33][CH3:34])=[O:31])([CH3:38])([CH3:39])[CH3:37], predict the reactants needed to synthesize it. The reactants are: [CH2:1]([C:4]1[CH:45]=[CH:44][CH:43]=[CH:42][C:5]=1[C:6]([NH:8][CH2:9][C:10]1[CH:41]=[C:13]2[N:14]=[C:15]([CH3:40])[C:16]([C@H:29]([O:35][C:36]([CH3:39])([CH3:38])[CH3:37])[C:30]([O:32][CH2:33][CH3:34])=[O:31])=[C:17]([N:18]3[CH2:23][CH2:22][C:21]([O:25][CH2:26][CH:27]=C)([CH3:24])[CH2:20][CH2:19]3)[N:12]2[N:11]=1)=[O:7])[CH:2]=C. (2) The reactants are: Cl[C:2]1[CH:27]=[CH:26][C:5]([C:6]([NH:8][C:9]2[S:10][C:11]3[C:17]([N:18]4[CH2:23][CH2:22][O:21][CH2:20][CH2:19]4)=[CH:16][CH:15]=[C:14]([O:24][CH3:25])[C:12]=3[N:13]=2)=[O:7])=[CH:4][N:3]=1.[H-].[Na+].[CH3:30][OH:31]. Given the product [CH3:30][O:31][C:2]1[CH:27]=[CH:26][C:5]([C:6]([NH:8][C:9]2[S:10][C:11]3[C:17]([N:18]4[CH2:23][CH2:22][O:21][CH2:20][CH2:19]4)=[CH:16][CH:15]=[C:14]([O:24][CH3:25])[C:12]=3[N:13]=2)=[O:7])=[CH:4][N:3]=1, predict the reactants needed to synthesize it.